This data is from Forward reaction prediction with 1.9M reactions from USPTO patents (1976-2016). The task is: Predict the product of the given reaction. (1) The product is: [CH2:1]([O:3][C:4]([C:6]1[O:7][C:8]2[CH:14]=[C:13]([C:15]([C:18]3[CH:23]=[CH:22][C:21]([O:24][CH2:29][C:30](=[O:35])[C:31]([CH3:34])([CH3:33])[CH3:32])=[C:20]([CH3:25])[CH:19]=3)([CH2:26][CH3:27])[CH2:16][CH3:17])[CH:12]=[CH:11][C:9]=2[CH:10]=1)=[O:5])[CH3:2]. Given the reactants [CH2:1]([O:3][C:4]([C:6]1[O:7][C:8]2[CH:14]=[C:13]([C:15]([CH2:26][CH3:27])([C:18]3[CH:23]=[CH:22][C:21]([OH:24])=[C:20]([CH3:25])[CH:19]=3)[CH2:16][CH3:17])[CH:12]=[CH:11][C:9]=2[CH:10]=1)=[O:5])[CH3:2].Br[CH2:29][C:30](=[O:35])[C:31]([CH3:34])([CH3:33])[CH3:32].C([O-])([O-])=O.[K+].[K+], predict the reaction product. (2) Given the reactants [OH:1][C:2]1[CH:9]=[CH:8][CH:7]=[CH:6][C:3]=1[CH:4]=O.[CH2:10]([NH:13][CH2:14][CH:15]=[CH2:16])[CH:11]=[CH2:12].CO.[BH4-].[Na+], predict the reaction product. The product is: [CH2:10]([N:13]([CH2:4][C:3]1[CH:6]=[CH:7][CH:8]=[CH:9][C:2]=1[OH:1])[CH2:14][CH:15]=[CH2:16])[CH:11]=[CH2:12]. (3) The product is: [CH2:1]([O:3][C:4]([C:6]1[N:7]([CH2:13][C:14](=[O:15])[C:16]2[CH:21]=[CH:20][C:19]([CH:22]3[CH2:27][CH2:26][N:25]([C:28](=[O:33])[C:29]([F:32])([F:30])[F:31])[CH2:24][CH2:23]3)=[CH:18][CH:17]=2)[CH:8]=[C:9]([F:11])[CH:10]=1)=[O:5])[CH3:2]. Given the reactants [CH2:1]([O:3][C:4]([C:6]1[NH:7][CH:8]=[C:9]([F:11])[CH:10]=1)=[O:5])[CH3:2].Br[CH2:13][C:14]([C:16]1[CH:21]=[CH:20][C:19]([CH:22]2[CH2:27][CH2:26][N:25]([C:28](=[O:33])[C:29]([F:32])([F:31])[F:30])[CH2:24][CH2:23]2)=[CH:18][CH:17]=1)=[O:15].C(=O)([O-])[O-].[K+].[K+], predict the reaction product. (4) Given the reactants [C:1]1([C:7]2[N:11]([CH2:12][C:13]3[CH:30]=[CH:29][C:16]([C:17]([N:19]4[CH2:23]C[CH:21](OS(C)(=O)=O)[CH2:20]4)=[O:18])=[CH:15][CH:14]=3)[C:10]3[CH:31]=[CH:32][CH:33]=[CH:34][C:9]=3[N:8]=2)[CH:6]=[CH:5][CH:4]=[CH:3][CH:2]=1.[CH2:35]([NH:37][CH3:38])[CH3:36].[CH3:39]N(C=O)C, predict the reaction product. The product is: [CH2:35]([N:37]([CH3:39])[CH:38]1[CH2:21][CH2:20][N:19]([C:17](=[O:18])[C:16]2[CH:15]=[CH:14][C:13]([CH2:12][N:11]3[C:10]4[CH:31]=[CH:32][CH:33]=[CH:34][C:9]=4[N:8]=[C:7]3[C:1]3[CH:6]=[CH:5][CH:4]=[CH:3][CH:2]=3)=[CH:30][CH:29]=2)[CH2:23]1)[CH3:36]. (5) The product is: [CH3:22][O:21][C:19]1[C:18]([O:23][CH3:24])=[CH:17][CH:16]=[C:15]2[C:20]=1[C:12]1([C:3]3[C:2](=[CH:11][C:6]4[O:7][CH2:8][CH2:9][O:10][C:5]=4[CH:4]=3)[O:1][CH2:36]1)[C:13](=[O:35])[N:14]2[CH2:25][C:26]1[O:27][C:28]([C:31]([F:32])([F:33])[F:34])=[CH:29][CH:30]=1. Given the reactants [OH:1][C:2]1[C:3]([CH:12]2[C:20]3[C:15](=[CH:16][CH:17]=[C:18]([O:23][CH3:24])[C:19]=3[O:21][CH3:22])[N:14]([CH2:25][C:26]3[O:27][C:28]([C:31]([F:34])([F:33])[F:32])=[CH:29][CH:30]=3)[C:13]2=[O:35])=[CH:4][C:5]2[O:10][CH2:9][CH2:8][O:7][C:6]=2[CH:11]=1.[C:36]1(C(C2C=CC=CC=2)N2C3C(=CC=CC=3)C(C3C=C(C)C(OC)=CC=3O)C2=O)C=CC=CC=1, predict the reaction product. (6) Given the reactants [CH3:1][O:2][C:3]1[CH:19]=[CH:18][CH:17]=[CH:16][C:4]=1[O:5][CH2:6][CH2:7][N:8]1[CH2:12][C@@H:11]([CH2:13][OH:14])[O:10]C1=O.O1[CH2:24][CH2:23][CH2:22][CH2:21]1.[C:38]1(P([C:38]2[CH:43]=[CH:42][CH:41]=[CH:40][CH:39]=2)[C:38]2[CH:43]=[CH:42][CH:41]=[CH:40][CH:39]=2)[CH:43]=[CH:42][CH:41]=[CH:40][CH:39]=1.[N:44](C(OC(C)C)=O)=NC(OC(C)C)=O.C(O[CH2:62][CH3:63])(=O)C, predict the reaction product. The product is: [CH3:1][O:2][C:3]1[C:4]([O:5][CH2:6][CH2:7][NH:8][CH2:12][C@H:11]([OH:10])[CH2:13][O:14][C:21]2[C:63]3[C:38]4[C:39]([NH:44][C:62]=3[CH:24]=[CH:23][CH:22]=2)=[CH:40][CH:41]=[CH:42][CH:43]=4)=[CH:16][CH:17]=[CH:18][CH:19]=1.